Dataset: Full USPTO retrosynthesis dataset with 1.9M reactions from patents (1976-2016). Task: Predict the reactants needed to synthesize the given product. (1) Given the product [C:1]([O:5][C:6]([N:8]([CH3:10])[NH:9][C:14]([O:16][CH2:17][C:18]1[CH:23]=[CH:22][CH:21]=[CH:20][CH:19]=1)=[O:15])=[O:7])([CH3:4])([CH3:3])[CH3:2], predict the reactants needed to synthesize it. The reactants are: [C:1]([O:5][C:6]([N:8]([CH3:10])[NH2:9])=[O:7])([CH3:4])([CH3:3])[CH3:2].[OH-].[Na+].Cl[C:14]([O:16][CH2:17][C:18]1[CH:23]=[CH:22][CH:21]=[CH:20][CH:19]=1)=[O:15]. (2) Given the product [F:30][C:31]([F:44])([F:43])[S:32]([O:13][C:4]1[CH:3]=[C:2]([Cl:1])[C:7]([CH3:8])=[CH:6][C:5]=1[C:9](=[O:12])[CH2:10][CH3:11])(=[O:34])=[O:33], predict the reactants needed to synthesize it. The reactants are: [Cl:1][C:2]1[C:7]([CH3:8])=[CH:6][C:5]([C:9](=[O:12])[CH2:10][CH3:11])=[C:4]([OH:13])[CH:3]=1.CN(C1C=CC=CN=1)C.C(N(CC)CC)C.[F:30][C:31]([F:44])([F:43])[S:32](O[S:32]([C:31]([F:44])([F:43])[F:30])(=[O:34])=[O:33])(=[O:34])=[O:33]. (3) Given the product [N:1]1[N:8]2[C:4]([O:5][C:6]3[CH2:12][O:11][CH2:10][CH2:9][C:7]=32)=[CH:3][C:2]=1[CH2:13][OH:14], predict the reactants needed to synthesize it. The reactants are: [N:1]1[N:8]2[C:4]([O:5][C:6]3[CH2:12][O:11][CH2:10][CH2:9][C:7]=32)=[CH:3][C:2]=1[C:13]([O-])=[O:14].[BH4-].[Li+].CO. (4) The reactants are: [C:1]([NH:4][C:5]1[NH:10][C:9](=[O:11])[C:8]([CH2:12][C:13]2[CH:18]=[CH:17][C:16]([CH2:19][CH3:20])=[CH:15][CH:14]=2)=[CH:7][CH:6]=1)(=[O:3])[CH3:2].[CH3:21][C:22]([O:24][CH2:25][C@H:26]1[O:31][C@H:30](Br)[C@H:29]([O:33][C:34]([CH3:36])=[O:35])[C@@H:28]([O:37][C:38]([CH3:40])=[O:39])[C@@H:27]1[O:41][C:42]([CH3:44])=[O:43])=[O:23]. Given the product [C:1]([NH:4][C:5]1[N:10]=[C:9]([O:11][C@@H:30]2[O:31][C@H:26]([CH2:25][O:24][C:22](=[O:23])[CH3:21])[C@@H:27]([O:41][C:42](=[O:43])[CH3:44])[C@H:28]([O:37][C:38](=[O:39])[CH3:40])[C@H:29]2[O:33][C:34](=[O:35])[CH3:36])[C:8]([CH2:12][C:13]2[CH:18]=[CH:17][C:16]([CH2:19][CH3:20])=[CH:15][CH:14]=2)=[CH:7][CH:6]=1)(=[O:3])[CH3:2], predict the reactants needed to synthesize it. (5) Given the product [ClH:1].[Br:28][C:25]1[CH:26]=[CH:27][C:22]([C:18]2([OH:21])[CH2:19][CH2:20][NH:15][CH2:16][CH:17]2[CH3:29])=[CH:23][CH:24]=1, predict the reactants needed to synthesize it. The reactants are: [Cl:1]C(OC(Cl)=O)C.C([N:15]1[CH2:20][CH2:19][C:18]([C:22]2[CH:27]=[CH:26][C:25]([Br:28])=[CH:24][CH:23]=2)([OH:21])[CH:17]([CH3:29])[CH2:16]1)C1C=CC=CC=1.C(=O)(O)[O-].[K+].